From a dataset of NCI-60 drug combinations with 297,098 pairs across 59 cell lines. Regression. Given two drug SMILES strings and cell line genomic features, predict the synergy score measuring deviation from expected non-interaction effect. (1) Drug 1: CC=C1C(=O)NC(C(=O)OC2CC(=O)NC(C(=O)NC(CSSCCC=C2)C(=O)N1)C(C)C)C(C)C. Drug 2: CC12CCC3C(C1CCC2O)C(CC4=C3C=CC(=C4)O)CCCCCCCCCS(=O)CCCC(C(F)(F)F)(F)F. Cell line: OVCAR-4. Synergy scores: CSS=13.2, Synergy_ZIP=-2.94, Synergy_Bliss=2.34, Synergy_Loewe=-48.1, Synergy_HSA=2.12. (2) Drug 1: CC1OCC2C(O1)C(C(C(O2)OC3C4COC(=O)C4C(C5=CC6=C(C=C35)OCO6)C7=CC(=C(C(=C7)OC)O)OC)O)O. Drug 2: C1=C(C(=O)NC(=O)N1)N(CCCl)CCCl. Cell line: COLO 205. Synergy scores: CSS=73.9, Synergy_ZIP=6.61, Synergy_Bliss=5.98, Synergy_Loewe=9.99, Synergy_HSA=11.7. (3) Drug 1: CN1CCC(CC1)COC2=C(C=C3C(=C2)N=CN=C3NC4=C(C=C(C=C4)Br)F)OC. Drug 2: C1CN(P(=O)(OC1)NCCCl)CCCl. Cell line: NCI-H522. Synergy scores: CSS=22.8, Synergy_ZIP=-6.22, Synergy_Bliss=-0.923, Synergy_Loewe=-0.687, Synergy_HSA=-0.689. (4) Drug 1: CCC1=CC2CC(C3=C(CN(C2)C1)C4=CC=CC=C4N3)(C5=C(C=C6C(=C5)C78CCN9C7C(C=CC9)(C(C(C8N6C)(C(=O)OC)O)OC(=O)C)CC)OC)C(=O)OC.C(C(C(=O)O)O)(C(=O)O)O. Drug 2: C1=CC=C(C(=C1)C(C2=CC=C(C=C2)Cl)C(Cl)Cl)Cl. Cell line: NCI/ADR-RES. Synergy scores: CSS=3.31, Synergy_ZIP=-0.752, Synergy_Bliss=6.27, Synergy_Loewe=5.96, Synergy_HSA=5.91. (5) Drug 1: CC1=C2C(C(=O)C3(C(CC4C(C3C(C(C2(C)C)(CC1OC(=O)C(C(C5=CC=CC=C5)NC(=O)OC(C)(C)C)O)O)OC(=O)C6=CC=CC=C6)(CO4)OC(=O)C)OC)C)OC. Drug 2: C1CN(CCN1C(=O)CCBr)C(=O)CCBr. Cell line: SF-539. Synergy scores: CSS=54.2, Synergy_ZIP=3.63, Synergy_Bliss=4.25, Synergy_Loewe=-20.7, Synergy_HSA=6.53. (6) Drug 1: C1=CC(=CC=C1CCC2=CNC3=C2C(=O)NC(=N3)N)C(=O)NC(CCC(=O)O)C(=O)O. Drug 2: C1=NC2=C(N1)C(=S)N=CN2. Cell line: UACC-257. Synergy scores: CSS=3.40, Synergy_ZIP=-7.48, Synergy_Bliss=-11.6, Synergy_Loewe=-13.4, Synergy_HSA=-10.5. (7) Synergy scores: CSS=12.5, Synergy_ZIP=-2.27, Synergy_Bliss=0.573, Synergy_Loewe=-6.48, Synergy_HSA=0.0657. Cell line: SF-268. Drug 2: C1CCC(C(C1)N)N.C(=O)(C(=O)[O-])[O-].[Pt+4]. Drug 1: C1=CC=C(C(=C1)C(C2=CC=C(C=C2)Cl)C(Cl)Cl)Cl.